From a dataset of Full USPTO retrosynthesis dataset with 1.9M reactions from patents (1976-2016). Predict the reactants needed to synthesize the given product. (1) The reactants are: [CH3:1][N:2]1[CH2:8][CH2:7][CH2:6][NH:5][CH2:4][CH2:3]1.CCN(C(C)C)C(C)C.Br[CH2:19][CH2:20][OH:21]. Given the product [CH3:1][N:2]1[CH2:8][CH2:7][CH2:6][N:5]([CH2:19][CH2:20][OH:21])[CH2:4][CH2:3]1, predict the reactants needed to synthesize it. (2) The reactants are: BrCC1C=CSC=1.[CH2:8](Br)[C:9]1[CH:14]=[CH:13][CH:12]=[CH:11][CH:10]=1.[O:16]=[C:17]1[CH:26]([NH:27][C:28](=[O:34])[O:29][C:30]([CH3:33])([CH3:32])[CH3:31])[CH2:25][C:24]2[C:19](=[C:20]([N:35]3[CH2:39][CH2:38][CH2:37][C:36]3=[O:40])[CH:21]=[CH:22][CH:23]=2)[NH:18]1. Given the product [CH2:8]([N:18]1[C:19]2[C:24](=[CH:23][CH:22]=[CH:21][C:20]=2[N:35]2[CH2:39][CH2:38][CH2:37][C:36]2=[O:40])[CH2:25][CH:26]([NH:27][C:28](=[O:34])[O:29][C:30]([CH3:31])([CH3:33])[CH3:32])[C:17]1=[O:16])[C:9]1[CH:14]=[CH:13][CH:12]=[CH:11][CH:10]=1, predict the reactants needed to synthesize it. (3) Given the product [C:1]([O:5][C:6](=[O:7])[NH:8][C@H:9]([C:10](=[O:11])[N:12]([CH2:13][CH:14]1[CH2:15][CH2:16][CH2:17][CH2:18][CH2:19]1)[CH2:20][C:21](=[O:22])[NH:27][C@:28]1([C:34]([NH:36][S:37]([C:40]2[CH:41]=[CH:42][CH:43]=[C:44]3[C:48]=2[NH:47][CH:46]=[CH:45]3)(=[O:39])=[O:38])=[O:35])[CH2:30][C@H:29]1[CH:31]1[CH2:33][CH2:32]1)[CH:24]([CH3:26])[CH3:25])([CH3:3])([CH3:4])[CH3:2], predict the reactants needed to synthesize it. The reactants are: [C:1]([O:5][C:6]([NH:8][C@@H:9]([CH:24]([CH3:26])[CH3:25])[C:10]([N:12]([CH2:20][C:21](O)=[O:22])[CH2:13][CH:14]1[CH2:19][CH2:18][CH2:17][CH2:16][CH2:15]1)=[O:11])=[O:7])([CH3:4])([CH3:3])[CH3:2].[NH2:27][C@:28]1([C:34]([NH:36][S:37]([C:40]2[CH:41]=[CH:42][CH:43]=[C:44]3[C:48]=2[NH:47][CH:46]=[CH:45]3)(=[O:39])=[O:38])=[O:35])[CH2:30][C@H:29]1[CH:31]1[CH2:33][CH2:32]1.CCN(C(C)C)C(C)C.CN(C(ON1N=NC2C=CC=NC1=2)=[N+](C)C)C.F[P-](F)(F)(F)(F)F. (4) Given the product [CH3:8][C:6]1[CH:5]=[CH:4][N:3]=[C:2]([NH:1][CH:16]([C:15]2[CH:18]=[CH:19][C:12]([N+:9]([O-:11])=[O:10])=[CH:13][CH:14]=2)[C:30]2[CH:25]=[CH:24][CH:23]=[CH:22][C:21]=2[OH:20])[N:7]=1, predict the reactants needed to synthesize it. The reactants are: [NH2:1][C:2]1[N:7]=[C:6]([CH3:8])[CH:5]=[CH:4][N:3]=1.[N+:9]([C:12]1[CH:19]=[CH:18][C:15]([CH:16]=O)=[CH:14][CH:13]=1)([O-:11])=[O:10].[OH:20][C:21]1[CH:22]=[CH:23][CH:24]=[C:25]2[C:30]=1N=CC=C2.